This data is from Reaction yield outcomes from USPTO patents with 853,638 reactions. The task is: Predict the reaction yield, written as a fraction of the theoretical maximum amount of product (1.0 means a 100% yield; for example, 0.34 means a 34% yield). (1) The catalyst is CO. The reactants are C[O-].[Na+].[NH2:4][C:5]1[N:10]=[CH:9][N:8]=[C:7]2[N:11]([CH:22]3[CH2:27][CH2:26][CH:25]([N:28]4[CH2:33][CH2:32][N:31]([CH3:34])[CH2:30][CH2:29]4)[CH2:24][CH2:23]3)[N:12]=[C:13]([C:14]3[CH:21]=[CH:20][C:17]([CH:18]=[O:19])=[CH:16][CH:15]=3)[C:6]=12.C1(C)C=CC(S([CH2:44][N+:45]#[C-:46])(=O)=O)=CC=1.O. The yield is 0.270. The product is [CH3:34][N:31]1[CH2:30][CH2:29][N:28]([C@@H:25]2[CH2:26][CH2:27][C@H:22]([N:11]3[C:7]4=[N:8][CH:9]=[N:10][C:5]([NH2:4])=[C:6]4[C:13]([C:14]4[CH:21]=[CH:20][C:17]([C:18]5[O:19][CH:46]=[N:45][CH:44]=5)=[CH:16][CH:15]=4)=[N:12]3)[CH2:23][CH2:24]2)[CH2:33][CH2:32]1. (2) The reactants are [CH2:1]([C:3]1[CH:4]=[CH:5][C:6]([O:17][CH3:18])=[C:7]([C:9]([C:11]2[CH:16]=[CH:15][CH:14]=[CH:13][CH:12]=2)=[O:10])[CH:8]=1)[CH3:2].[CH3:19][CH:20]([O:35]C(=O)C)[CH2:21][CH2:22]COS(C1C=CC(C)=CC=1)(=O)=O.C([O-])([O-])=O.[Cs+].[Cs+].Cl.C([O-])([O-])=O.[K+].[K+]. The catalyst is CN(C=O)C.O.CO. The product is [CH2:1]([C:3]1[CH:4]=[CH:5][C:6]([O:17][CH2:18][CH2:22][CH2:21][CH:20]([OH:35])[CH3:19])=[C:7]([C:9]([C:11]2[CH:16]=[CH:15][CH:14]=[CH:13][CH:12]=2)=[O:10])[CH:8]=1)[CH3:2]. The yield is 0.680. (3) The reactants are [CH2:1]([O:8][C:9]1[C:17]([F:18])=[C:16]2[C:12]([CH2:13][N:14]([CH2:20][C@H:21]3[CH2:26][CH2:25][C@H:24]([CH:27]([OH:29])[CH3:28])[CH2:23][CH2:22]3)[C:15]2=[O:19])=[CH:11][CH:10]=1)[C:2]1[CH:7]=[CH:6][CH:5]=[CH:4][CH:3]=1.[C:30]1([CH:37]=[CH:36][CH:35]=[C:33](O)[CH:32]=1)[OH:31].C1C=CC(P(C2C=CC=CC=2)C2C=CC=CC=2)=CC=1.CCOC(/N=N/C(OCC)=O)=O.C1(C)C=CC=CC=1. The catalyst is C1COCC1. The product is [OH:31][C:30]1[CH:32]=[C:33]([CH:35]=[CH:36][CH:37]=1)[O:29][CH:27]([C@H:24]1[CH2:25][CH2:26][C@H:21]([CH2:20][N:14]2[CH2:13][C:12]3[C:16](=[C:17]([F:18])[C:9]([O:8][CH2:1][C:2]4[CH:7]=[CH:6][CH:5]=[CH:4][CH:3]=4)=[CH:10][CH:11]=3)[C:15]2=[O:19])[CH2:22][CH2:23]1)[CH3:28]. The yield is 0.490. (4) The reactants are [CH2:1]([O:8][C:9]1[C:14](=[O:15])[N:13]=[C:12]([CH2:16][C:17]2[CH:22]=[CH:21][C:20]([Cl:23])=[CH:19][C:18]=2Br)[N:11]2[CH2:25][CH2:26][N:27]([CH:30]([CH3:32])[CH3:31])[C:28](=[O:29])[C:10]=12)[C:2]1[CH:7]=[CH:6][CH:5]=[CH:4][CH:3]=1.[Cl:33][C:34]1[CH:39]=[CH:38][C:37](B(O)O)=[CH:36][CH:35]=1.C([O-])([O-])=O.[K+].[K+].C1(P(C2CCCCC2)C2C=CC=CC=2C2C(OC)=CC=CC=2OC)CCCCC1. The catalyst is O1CCOCC1. The product is [CH2:1]([O:8][C:9]1[C:14](=[O:15])[N:13]=[C:12]([CH2:16][C:17]2[CH:22]=[CH:21][C:20]([Cl:23])=[CH:19][C:18]=2[C:37]2[CH:38]=[CH:39][C:34]([Cl:33])=[CH:35][CH:36]=2)[N:11]2[CH2:25][CH2:26][N:27]([CH:30]([CH3:32])[CH3:31])[C:28](=[O:29])[C:10]=12)[C:2]1[CH:7]=[CH:6][CH:5]=[CH:4][CH:3]=1. The yield is 0.494. (5) The reactants are [Br:1][CH2:2][CH2:3][CH2:4][CH2:5][CH2:6][CH2:7][CH2:8][CH2:9][CH2:10][CH2:11][CH2:12][CH2:13]O.C1(P(C2C=CC=CC=2)C2C=CC=CC=2)C=CC=CC=1.[C:34]1(=[O:44])[NH:38][C:37](=[O:39])[C:36]2=[CH:40][CH:41]=[CH:42][CH:43]=[C:35]12.N(C(OC(C)C)=O)=NC(OC(C)C)=O. The catalyst is O1CCCC1. The product is [Br:1][CH2:2][CH2:3][CH2:4][CH2:5][CH2:6][CH2:7][CH2:8][CH2:9][CH2:10][CH2:11][CH2:12][CH2:13][N:38]1[C:37](=[O:39])[C:36]2=[CH:40][CH:41]=[CH:42][CH:43]=[C:35]2[C:34]1=[O:44]. The yield is 0.930. (6) The reactants are [CH3:1][C:2]1([CH3:14])[CH2:6][C:5]2[CH:7]=[CH:8][CH:9]=[C:10]([CH2:11][NH:12][CH3:13])[C:4]=2[O:3]1.Cl.[O:16]=[C:17]1[NH:26][C:25]2[N:24]=[CH:23][C:22](/[CH:27]=[CH:28]/[C:29]([OH:31])=O)=[CH:21][C:20]=2[CH2:19][CH2:18]1. No catalyst specified. The product is [CH3:1][C:2]1([CH3:14])[CH2:6][C:5]2[CH:7]=[CH:8][CH:9]=[C:10]([CH2:11][N:12]([CH3:13])[C:29](=[O:31])[CH:28]=[CH:27][C:22]3[CH:23]=[N:24][C:25]4[NH:26][C:17](=[O:16])[CH2:18][CH2:19][C:20]=4[CH:21]=3)[C:4]=2[O:3]1. The yield is 0.730. (7) The reactants are Br[C:2]1[CH:3]=[C:4]([C:14]([O:16][CH2:17][CH3:18])=[O:15])[C:5]2[CH:10]=[N:9][N:8]([CH:11]([CH3:13])[CH3:12])[C:6]=2[N:7]=1.C([O-])([O-])=O.[K+].[K+].[CH3:25][N:26]1[CH2:31][CH2:30][NH:29][CH2:28][CH2:27]1. The catalyst is C(#N)C. The product is [CH:11]([N:8]1[C:6]2[N:7]=[C:2]([N:29]3[CH2:30][CH2:31][N:26]([CH3:25])[CH2:27][CH2:28]3)[CH:3]=[C:4]([C:14]([O:16][CH2:17][CH3:18])=[O:15])[C:5]=2[CH:10]=[N:9]1)([CH3:13])[CH3:12]. The yield is 0.949.